Dataset: Reaction yield outcomes from USPTO patents with 853,638 reactions. Task: Predict the reaction yield, written as a fraction of the theoretical maximum amount of product (1.0 means a 100% yield; for example, 0.34 means a 34% yield). The reactants are [CH3:1][O:2][C:3]1[CH:4]=[C:5]2[C:10](=[CH:11][C:12]=1[O:13][CH3:14])[N:9]=[CH:8][CH:7]=[C:6]2[O:15][C:16]1[CH:22]=[CH:21][C:19]([NH2:20])=[C:18]([CH3:23])[C:17]=1[CH3:24].Cl[C:26](Cl)([O:28]C(=O)OC(Cl)(Cl)Cl)Cl.[OH:37][CH:38]([C:41]1[CH:46]=[CH:45][CH:44]=[CH:43][CH:42]=1)[C:39]#[N:40].C(=O)(O)[O-].[Na+]. The catalyst is C(Cl)Cl.C(N(CC)CC)C.C1(C)C=CC=CC=1. The product is [CH3:1][O:2][C:3]1[CH:4]=[C:5]2[C:10](=[CH:11][C:12]=1[O:13][CH3:14])[N:9]=[CH:8][CH:7]=[C:6]2[O:15][C:16]1[CH:22]=[CH:21][C:19]([NH:20][C:26](=[O:28])[O:37][CH:38]([C:39]#[N:40])[C:41]2[CH:46]=[CH:45][CH:44]=[CH:43][CH:42]=2)=[C:18]([CH3:23])[C:17]=1[CH3:24]. The yield is 0.390.